This data is from Catalyst prediction with 721,799 reactions and 888 catalyst types from USPTO. The task is: Predict which catalyst facilitates the given reaction. (1) Reactant: [F:1][C:2]1[CH:3]=[CH:4][C:5]([O:27][CH3:28])=[C:6]([C:8]2[CH:13]=[CH:12][N:11]=[C:10]3[N:14]([S:17]([C:20]4[CH:26]=[CH:25][C:23]([CH3:24])=[CH:22][CH:21]=4)(=[O:19])=[O:18])[CH:15]=[CH:16][C:9]=23)[CH:7]=1.C([N-]C(C)C)(C)C.[Li+].[I:37]I.[Cl-].[NH4+]. Product: [F:1][C:2]1[CH:3]=[CH:4][C:5]([O:27][CH3:28])=[C:6]([C:8]2[CH:13]=[CH:12][N:11]=[C:10]3[N:14]([S:17]([C:20]4[CH:26]=[CH:25][C:23]([CH3:24])=[CH:22][CH:21]=4)(=[O:19])=[O:18])[C:15]([I:37])=[CH:16][C:9]=23)[CH:7]=1. The catalyst class is: 7. (2) Reactant: Cl.[NH2:2][CH2:3][C:4]1[CH:5]=[C:6]2[C:10](=[CH:11][CH:12]=1)[C:9](=[O:13])[N:8]([CH:14]1[CH2:19][CH2:18][C:17](=[O:20])[NH:16][C:15]1=[O:21])[CH2:7]2.Cl.[N:23]1[CH:28]=[CH:27][CH:26]=[CH:25][C:24]=1[C:29](Cl)=[O:30].C(N(CC)CC)C.O. Product: [O:21]=[C:15]1[CH:14]([N:8]2[CH2:7][C:6]3[C:10](=[CH:11][CH:12]=[C:4]([CH2:3][NH:2][C:29]([C:24]4[CH:25]=[CH:26][CH:27]=[CH:28][N:23]=4)=[O:30])[CH:5]=3)[C:9]2=[O:13])[CH2:19][CH2:18][C:17](=[O:20])[NH:16]1. The catalyst class is: 9. (3) Reactant: [F:1][C:2]1[C:7]([F:8])=[CH:6][CH:5]=[CH:4][C:3]=1[C:9]1[CH:10]=[C:11]2[C:17]([NH:18][C:19]([CH:21]3[CH2:26][CH2:25][N:24](CC4C=CC=CC=4)[CH2:23][CH2:22]3)=[O:20])=[N:16][NH:15][C:12]2=[N:13][N:14]=1.C([O-])=O.[NH4+]. Product: [F:1][C:2]1[C:7]([F:8])=[CH:6][CH:5]=[CH:4][C:3]=1[C:9]1[CH:10]=[C:11]2[C:17]([NH:18][C:19]([CH:21]3[CH2:26][CH2:25][NH:24][CH2:23][CH2:22]3)=[O:20])=[N:16][NH:15][C:12]2=[N:13][N:14]=1. The catalyst class is: 29. (4) Reactant: [CH3:1][O:2][C:3]1[C:12]2[C:7](=[C:8]([CH3:13])[CH:9]=[CH:10][CH:11]=2)[C:6]([S:14](Cl)(=[O:16])=[O:15])=[CH:5][N:4]=1.CC[N:20](C(C)C)C(C)C. Product: [CH3:1][O:2][C:3]1[C:12]2[C:7](=[C:8]([CH3:13])[CH:9]=[CH:10][CH:11]=2)[C:6]([S:14]([NH2:20])(=[O:16])=[O:15])=[CH:5][N:4]=1. The catalyst class is: 2. (5) Reactant: [CH:1]1([C:4]2[O:5][C:6]3[C:7](=[C:9]([C:20]#[N:21])[C:10]([CH3:19])=[C:11]([C:14]4[S:15][CH:16]=[CH:17][CH:18]=4)[C:12]=3F)[N:8]=2)[CH2:3][CH2:2]1.C(N(CC)CC)C.[CH3:29][N:30]([CH3:36])[C@H:31]1[CH2:35][CH2:34][NH:33][CH2:32]1.C(OCC)(=O)C. Product: [CH:1]1([C:4]2[O:5][C:6]3[C:7](=[C:9]([C:20]#[N:21])[C:10]([CH3:19])=[C:11]([C:14]4[S:15][CH:16]=[CH:17][CH:18]=4)[C:12]=3[N:33]3[CH2:34][CH2:35][C@H:31]([N:30]([CH3:36])[CH3:29])[CH2:32]3)[N:8]=2)[CH2:3][CH2:2]1. The catalyst class is: 550. (6) Reactant: [Cl:1][C:2]1[CH:3]=[C:4]([NH:8][C:9](=[O:24])[CH2:10][N:11]2[CH2:16][CH2:15][N:14](C(OC(C)(C)C)=O)[CH2:13][CH2:12]2)[CH:5]=[CH:6][CH:7]=1.[F:25][C:26]([F:31])([F:30])[C:27]([OH:29])=[O:28]. Product: [F:25][C:26]([F:31])([F:30])[C:27]([OH:29])=[O:28].[Cl:1][C:2]1[CH:3]=[C:4]([NH:8][C:9](=[O:24])[CH2:10][N:11]2[CH2:12][CH2:13][NH:14][CH2:15][CH2:16]2)[CH:5]=[CH:6][CH:7]=1. The catalyst class is: 4. (7) Product: [CH2:10]([N:9]1[C:5]([O:4][C:3]2[CH:2]=[CH:23][C:22]([F:24])=[CH:21][CH:20]=2)=[CH:6][C:7]([C:12]2[CH:13]=[C:14]([CH:17]=[CH:18][CH:19]=2)[C:15]#[N:16])=[N:8]1)[CH3:11]. The catalyst class is: 126. Reactant: N[C:2]1[CH:23]=[C:22]([F:24])[CH:21]=[CH:20][C:3]=1[O:4][C:5]1[N:9]([CH2:10][CH3:11])[N:8]=[C:7]([C:12]2[CH:13]=[C:14]([CH:17]=[CH:18][CH:19]=2)[C:15]#[N:16])[CH:6]=1.N([O-])=O.[Na+].